From a dataset of Forward reaction prediction with 1.9M reactions from USPTO patents (1976-2016). Predict the product of the given reaction. (1) Given the reactants [CH3:1][C:2]([CH3:24])([CH3:23])[CH2:3][N:4]1[C:8]2[CH:9]=[CH:10][C:11]([C:14]3[CH:19]=[CH:18][CH:17]=[C:16]([OH:20])[CH:15]=3)=[C:12]([F:13])[C:7]=2[N:6]([CH3:21])[C:5]1=[O:22].Br[C:26]1[CH:33]=[CH:32][C:29]([C:30]#[N:31])=[CH:28][CH:27]=1.C(=O)([O-])[O-].[Cs+].[Cs+], predict the reaction product. The product is: [CH3:1][C:2]([CH3:24])([CH3:23])[CH2:3][N:4]1[C:8]2[CH:9]=[CH:10][C:11]([C:14]3[CH:15]=[C:16]([CH:17]=[CH:18][CH:19]=3)[O:20][C:26]3[CH:33]=[CH:32][C:29]([C:30]#[N:31])=[CH:28][CH:27]=3)=[C:12]([F:13])[C:7]=2[N:6]([CH3:21])[C:5]1=[O:22]. (2) Given the reactants [F:1][C:2]1[CH:7]=[CH:6][C:5]([S:8]([N:11]([CH3:17])[C:12](=[CH2:16])[C:13]([OH:15])=O)(=[O:10])=[O:9])=[CH:4][CH:3]=1.CCOC(OC(OCC)=O)=O.[F:29][C:30]([F:47])([F:46])[O:31][C:32]1[CH:37]=[CH:36][C:35]([C:38]2[CH:43]=[C:42]([CH2:44][NH2:45])[CH:41]=[CH:40][N:39]=2)=[CH:34][CH:33]=1, predict the reaction product. The product is: [F:1][C:2]1[CH:3]=[CH:4][C:5]([S:8]([N:11]([CH3:17])[C:12](=[CH2:16])[C:13]([NH:45][CH2:44][C:42]2[CH:41]=[CH:40][N:39]=[C:38]([C:35]3[CH:34]=[CH:33][C:32]([O:31][C:30]([F:47])([F:29])[F:46])=[CH:37][CH:36]=3)[CH:43]=2)=[O:15])(=[O:9])=[O:10])=[CH:6][CH:7]=1. (3) Given the reactants [CH3:1][O:2][C:3]1[CH:8]=[C:7]([Cl:9])[C:6]([O:10][CH3:11])=[CH:5][C:4]=1[C:12](=O)[CH:13](Br)SCC1CCCCC1.CN(C)C=O.[NH2:29][C:30](=[S:50])[NH:31][C:32]([C:34]1[N:35]([CH2:45][C:46]([O:48][CH3:49])=[O:47])[C:36]2[C:41]([CH:42]=1)=[CH:40][C:39]([CH3:43])=[CH:38][C:37]=2[CH3:44])=[O:33], predict the reaction product. The product is: [CH3:49][O:48][C:46](=[O:47])[CH2:45][N:35]1[C:36]2[C:41](=[CH:40][C:39]([CH3:43])=[CH:38][C:37]=2[CH3:44])[CH:42]=[C:34]1[C:32]([NH:31][C:30]1[S:50][C:13]([CH2:12][CH:4]2[CH2:5][CH2:6][CH2:7][CH2:8][CH2:3]2)=[C:12]([C:4]2[CH:5]=[C:6]([O:10][CH3:11])[C:7]([Cl:9])=[CH:8][C:3]=2[O:2][CH3:1])[N:29]=1)=[O:33].